Task: Predict the product of the given reaction.. Dataset: Forward reaction prediction with 1.9M reactions from USPTO patents (1976-2016) (1) Given the reactants [Br:1][C:2]1[CH:3]=[CH:4][C:5]([O:16][CH2:17][C:18]2[CH:23]=[CH:22][C:21]([Cl:24])=[CH:20][CH:19]=2)=[C:6]([CH2:8][N:9]2[CH2:14][CH2:13][C:12](=O)[CH2:11][CH2:10]2)[CH:7]=1.[CH2:25]([NH2:27])[CH3:26].[BH-](OC(C)=O)(OC(C)=O)OC(C)=O.[Na+].CC(O)=O, predict the reaction product. The product is: [Br:1][C:2]1[CH:3]=[CH:4][C:5]([O:16][CH2:17][C:18]2[CH:23]=[CH:22][C:21]([Cl:24])=[CH:20][CH:19]=2)=[C:6]([CH2:8][N:9]2[CH2:14][CH2:13][CH:12]([NH:27][CH2:25][CH3:26])[CH2:11][CH2:10]2)[CH:7]=1. (2) Given the reactants [CH:1]([C:4]1[CH:9]=[CH:8][CH:7]=[CH:6][C:5]=1[C:10]1[CH:15]=[CH:14][CH:13]=[CH:12][C:11]=1[CH2:16][N:17]1[CH:22]=[CH:21][CH:20]=[C:19]([C:23]([O:25]CC)=[O:24])[C:18]1=[O:28])([CH3:3])[CH3:2].C1COCC1.CO.[OH-].[Na+], predict the reaction product. The product is: [CH:1]([C:4]1[CH:9]=[CH:8][CH:7]=[CH:6][C:5]=1[C:10]1[CH:15]=[CH:14][CH:13]=[CH:12][C:11]=1[CH2:16][N:17]1[CH:22]=[CH:21][CH:20]=[C:19]([C:23]([OH:25])=[O:24])[C:18]1=[O:28])([CH3:3])[CH3:2]. (3) Given the reactants Cl[C:2]1[CH:7]=[CH:6][C:5]([N+:8]([O-])=O)=[CH:4][N:3]=1.[N:11]1([CH2:17][C:18]([O:20][CH2:21][CH3:22])=[O:19])[CH2:16][CH2:15][NH:14][CH2:13][CH2:12]1, predict the reaction product. The product is: [NH2:8][C:5]1[CH:6]=[CH:7][C:2]([N:14]2[CH2:13][CH2:12][N:11]([CH2:17][C:18]([O:20][CH2:21][CH3:22])=[O:19])[CH2:16][CH2:15]2)=[N:3][CH:4]=1. (4) The product is: [CH2:27]([N:4]1[C:5]2[C:10](=[CH:9][CH:8]=[C:7]([C:11]3[CH:16]=[N:15][C:14]([CH3:17])=[N:13][CH:12]=3)[CH:6]=2)[C:2]([CH3:19])([CH3:1])[C:3]1=[O:18])[CH3:28]. Given the reactants [CH3:1][C:2]1([CH3:19])[C:10]2[C:5](=[CH:6][C:7]([C:11]3[CH:12]=[N:13][C:14]([CH3:17])=[N:15][CH:16]=3)=[CH:8][CH:9]=2)[NH:4][C:3]1=[O:18].C(=O)([O-])[O-].[Cs+].[Cs+].Br[CH2:27][CH3:28], predict the reaction product. (5) Given the reactants [Cl:1][C:2]1[C:7]([CH:8](OC)[O:9]C)=[C:6]([O:13][CH:14]([F:16])[F:15])[CH:5]=[CH:4][C:3]=1[F:17], predict the reaction product. The product is: [Cl:1][C:2]1[C:3]([F:17])=[CH:4][CH:5]=[C:6]([O:13][CH:14]([F:16])[F:15])[C:7]=1[CH:8]=[O:9]. (6) Given the reactants [Br:1][C:2]1[CH:24]=[CH:23][C:5]([C:6]([NH:8][C:9]2[C:14]([F:15])=[C:13]([F:16])[C:12]([C:17]([F:20])([F:19])[F:18])=[C:11]([F:21])[C:10]=2[F:22])=[O:7])=[CH:4][CH:3]=1.[O-]S(C(F)(F)[F:30])(=O)=O.F[N+]1C(C)=CC(C)=CC=1C, predict the reaction product. The product is: [Br:1][C:2]1[CH:24]=[CH:23][C:5]([C:6]([NH:8][C:9]2[C:10]([F:22])=[C:11]([F:21])[C:12]([C:17]([F:19])([F:20])[F:18])=[C:13]([F:16])[C:14]=2[F:15])=[O:7])=[C:4]([F:30])[CH:3]=1.